Predict the reactants needed to synthesize the given product. From a dataset of Retrosynthesis with 50K atom-mapped reactions and 10 reaction types from USPTO. (1) Given the product CCOc1cc(C)c(Br)cc1C(=O)NC, predict the reactants needed to synthesize it. The reactants are: CCOc1cc(C)c(Br)cc1C(=O)O.CN. (2) Given the product CCOC(=O)Cn1c(C)c(Sc2ccc(Cl)cc2)c2c([N+](=O)[O-])cccc21, predict the reactants needed to synthesize it. The reactants are: CCOC(=O)CBr.Cc1[nH]c2cccc([N+](=O)[O-])c2c1Sc1ccc(Cl)cc1. (3) Given the product NC1CCN(c2nccnc2OCCOc2ccccc2Cl)C1, predict the reactants needed to synthesize it. The reactants are: Clc1ccccc1OCCOc1nccnc1Cl.NC1CCNC1. (4) Given the product COc1ccc(Cl)c(-c2cc(C)c3nc(Nc4ccc(C(=O)NCCN5CCCC5)nc4)nnc3c2)c1, predict the reactants needed to synthesize it. The reactants are: COc1ccc(Cl)c(-c2cc(C)c3nc(N)nnc3c2)c1.O=C(NCCN1CCCC1)c1ccc(Br)cn1. (5) Given the product CC(C)(C)OC(=O)N1CCC(Cc2c[nH]c3ccc(F)cc23)CC1, predict the reactants needed to synthesize it. The reactants are: CC(C)(C)OC(=O)OC(=O)OC(C)(C)C.Fc1ccc2[nH]cc(CC3CCNCC3)c2c1. (6) The reactants are: CCn1cncc1-c1cc2nccc(Oc3ccc(N)cc3F)c2s1.O=C(O)CC(=O)Nc1ccccc1F. Given the product CCn1cncc1-c1cc2nccc(Oc3ccc(NC(=O)CC(=O)Nc4ccccc4F)cc3F)c2s1, predict the reactants needed to synthesize it. (7) Given the product COC(=O)c1c(N)cccc1CO[Si](C)(C)C(C)(C)C, predict the reactants needed to synthesize it. The reactants are: COC(=O)c1c(CO[Si](C)(C)C(C)(C)C)cccc1[N+](=O)[O-].